From a dataset of Catalyst prediction with 721,799 reactions and 888 catalyst types from USPTO. Predict which catalyst facilitates the given reaction. Reactant: Cl[CH:2]([C:14]1[CH:19]=[CH:18][CH:17]=[CH:16][CH:15]=1)[C:3]([C:5]1[C:13]2[C:8](=[CH:9][CH:10]=[CH:11][CH:12]=2)[NH:7][CH:6]=1)=[O:4].[CH3:20][O:21][C:22]1[CH:23]=[C:24]([CH:26]=[CH:27][CH:28]=1)[NH2:25].CCN(C(C)C)C(C)C. Product: [NH:7]1[C:8]2[C:13](=[CH:12][CH:11]=[CH:10][CH:9]=2)[C:5]([C:3](=[O:4])[CH:2]([NH:25][C:24]2[CH:26]=[CH:27][CH:28]=[C:22]([O:21][CH3:20])[CH:23]=2)[C:14]2[CH:19]=[CH:18][CH:17]=[CH:16][CH:15]=2)=[CH:6]1. The catalyst class is: 8.